From a dataset of Forward reaction prediction with 1.9M reactions from USPTO patents (1976-2016). Predict the product of the given reaction. (1) Given the reactants C(OC(=O)[NH:7][CH2:8][CH2:9][N:10]1[CH2:14][CH2:13][CH:12]([NH:15][C:16]([C:18]2[CH:38]=[CH:37][C:21]3[N:22]([CH3:36])[C:23]([NH:25][C:26]4[S:27][C:28]5[CH:34]=[C:33]([Cl:35])[CH:32]=[CH:31][C:29]=5[N:30]=4)=[N:24][C:20]=3[CH:19]=2)=[O:17])[CH2:11]1)(C)(C)C, predict the reaction product. The product is: [ClH:35].[ClH:35].[ClH:35].[NH2:7][CH2:8][CH2:9][N:10]1[CH2:14][CH2:13][CH:12]([NH:15][C:16]([C:18]2[CH:38]=[CH:37][C:21]3[N:22]([CH3:36])[C:23]([NH:25][C:26]4[S:27][C:28]5[CH:34]=[C:33]([Cl:35])[CH:32]=[CH:31][C:29]=5[N:30]=4)=[N:24][C:20]=3[CH:19]=2)=[O:17])[CH2:11]1. (2) The product is: [CH2:1]([O:8][C:9]1[CH:23]=[CH:22][C:12]([CH2:13][O:14][Si:15]([C:18]([CH3:21])([CH3:20])[CH3:19])([CH3:17])[CH3:16])=[CH:11][C:10]=1[S:37][C:34]1[CH:35]=[CH:36][C:31]([F:30])=[CH:32][CH:33]=1)[C:2]1[CH:7]=[CH:6][CH:5]=[CH:4][CH:3]=1. Given the reactants [CH2:1]([O:8][C:9]1[CH:23]=[CH:22][C:12]([CH2:13][O:14][Si:15]([C:18]([CH3:21])([CH3:20])[CH3:19])([CH3:17])[CH3:16])=[CH:11][C:10]=1Br)[C:2]1[CH:7]=[CH:6][CH:5]=[CH:4][CH:3]=1.C([Li])(C)(C)C.[F:30][C:31]1[CH:36]=[CH:35][C:34]([S:37][S:37][C:34]2[CH:35]=[CH:36][C:31]([F:30])=[CH:32][CH:33]=2)=[CH:33][CH:32]=1.[Cl-].[NH4+], predict the reaction product. (3) Given the reactants [F:1][C:2]1[CH:7]=[CH:6][C:5]([NH:8][C:9]([C:11]2[C:19]3[C:14](=[CH:15][CH:16]=[C:17](N)[C:18]=3[Br:20])[NH:13][N:12]=2)=[O:10])=[CH:4][CH:3]=1.[N+]([O-])(OCCC(C)C)=O.Cl, predict the reaction product. The product is: [F:1][C:2]1[CH:7]=[CH:6][C:5]([NH:8][C:9]([C:11]2[C:19]3[C:14](=[CH:15][CH:16]=[CH:17][C:18]=3[Br:20])[NH:13][N:12]=2)=[O:10])=[CH:4][CH:3]=1. (4) Given the reactants [CH3:1][CH:2]([N:4]1[C:12]([CH:13]=[CH:14][CH:15]([OH:27])[CH2:16][CH:17]([OH:26])[CH2:18][C:19]([O:21]C(C)(C)C)=[O:20])=[C:11]([C:28]2[CH:33]=[CH:32][C:31]([F:34])=[CH:30][CH:29]=2)[C:10]2[C:5]1=[CH:6][CH:7]=[CH:8][CH:9]=2)[CH3:3].CO.[OH-].[Na+:38], predict the reaction product. The product is: [CH3:3][CH:2]([N:4]1[C:12](/[CH:13]=[CH:14]/[CH:15]([OH:27])[CH2:16][CH:17]([OH:26])[CH2:18][C:19]([O-:21])=[O:20])=[C:11]([C:28]2[CH:29]=[CH:30][C:31]([F:34])=[CH:32][CH:33]=2)[C:10]2[CH:9]=[CH:8][CH:7]=[CH:6][C:5]1=2)[CH3:1].[Na+:38]. (5) Given the reactants C(N(CC)CC)C.[CH3:8][C:9]1[CH:14]=[CH:13][C:12]([S:15](Cl)(=[O:17])=[O:16])=[CH:11][CH:10]=1.[N:19]1[CH:24]=[CH:23][CH:22]=[C:21]([CH2:25][CH2:26][OH:27])[CH:20]=1, predict the reaction product. The product is: [C:9]1([CH3:8])[CH:14]=[CH:13][C:12]([S:15]([O:27][CH2:26][CH2:25][C:21]2[CH:20]=[N:19][CH:24]=[CH:23][CH:22]=2)(=[O:17])=[O:16])=[CH:11][CH:10]=1. (6) Given the reactants [O:1]1[CH:5]=[CH:4][C:3]([CH2:6][O:7][C:8]2[CH:9]=[CH:10][C:11]3[C:12]4[N:20]([CH2:21][CH:22]([CH3:24])[CH3:23])[C:19]([CH3:25])=[N:18][C:13]=4[CH:14]=[N:15][C:16]=3[CH:17]=2)=[CH:2]1.ClC1C=C(C=CC=1)C(OO)=O.[OH-].[NH4+:38].C1(C)C=CC(S(Cl)(=O)=O)=CC=1, predict the reaction product. The product is: [O:1]1[CH:5]=[CH:4][C:3]([CH2:6][O:7][C:8]2[CH:9]=[CH:10][C:11]3[C:12]4[N:20]([CH2:21][CH:22]([CH3:23])[CH3:24])[C:19]([CH3:25])=[N:18][C:13]=4[C:14]([NH2:38])=[N:15][C:16]=3[CH:17]=2)=[CH:2]1. (7) Given the reactants [Br:1][C:2]1[CH:3]=[N+:4]([O-])[CH:5]=[CH:6][C:7]=1[O:8][CH2:9][CH:10]1[CH2:12][CH2:11]1.[Si]([C:18]#[N:19])(C)(C)C.CN(C)C(Cl)=O, predict the reaction product. The product is: [Br:1][C:2]1[C:7]([O:8][CH2:9][CH:10]2[CH2:12][CH2:11]2)=[CH:6][C:5]([C:18]#[N:19])=[N:4][CH:3]=1. (8) Given the reactants [CH3:1][O:2][C:3](=[O:21])[CH2:4][C:5]1[CH:10]=[CH:9][CH:8]=[C:7]([O:11][C:12]2[CH:17]=[CH:16][C:15]([Br:18])=[CH:14][C:13]=2[CH:19]=O)[CH:6]=1.[F:22][C:23]1[CH:28]=[CH:27][C:26]([CH2:29][C:30]([NH2:33])([CH3:32])[CH3:31])=[CH:25][CH:24]=1.C([BH3-])#N.[Na+].C([O-])(O)=O.[Na+], predict the reaction product. The product is: [CH3:1][O:2][C:3](=[O:21])[CH2:4][C:5]1[CH:10]=[CH:9][CH:8]=[C:7]([O:11][C:12]2[CH:17]=[CH:16][C:15]([Br:18])=[CH:14][C:13]=2[CH2:19][NH:33][C:30]([CH3:32])([CH3:31])[CH2:29][C:26]2[CH:27]=[CH:28][C:23]([F:22])=[CH:24][CH:25]=2)[CH:6]=1. (9) Given the reactants [Cl:1][C:2]1[C:11]2[C:6](=[C:7]([Cl:14])[C:8]([O:12][CH3:13])=[CH:9][CH:10]=2)[CH:5]=[CH:4][C:3]=1[OH:15].[F:16][C:17]([F:30])([F:29])[S:18](O[S:18]([C:17]([F:30])([F:29])[F:16])(=[O:20])=[O:19])(=[O:20])=[O:19], predict the reaction product. The product is: [F:16][C:17]([F:30])([F:29])[S:18]([O:15][C:3]1[CH:4]=[CH:5][C:6]2[C:11](=[CH:10][CH:9]=[C:8]([O:12][CH3:13])[C:7]=2[Cl:14])[C:2]=1[Cl:1])(=[O:20])=[O:19].